Predict the reactants needed to synthesize the given product. From a dataset of Full USPTO retrosynthesis dataset with 1.9M reactions from patents (1976-2016). (1) Given the product [C:1]([O:5][C:6]([N:8]1[CH2:9][CH:10]([NH:12][C:13]2[CH:14]=[C:15]3[C:24](=[CH:25][C:26]=2[CH:27]([CH3:28])[C:29]([F:31])([F:30])[F:32])[O:23][CH2:22][C:21]2[N:16]3[CH:17]([CH3:34])[C:18](=[O:33])[NH:19][N:20]=2)[CH2:11]1)=[O:7])([CH3:4])([CH3:2])[CH3:3], predict the reactants needed to synthesize it. The reactants are: [C:1]([O:5][C:6]([N:8]1[CH2:11][CH:10]([NH:12][C:13]2[CH:14]=[C:15]3[C:24](=[CH:25][C:26]=2[C:27]([C:29]([F:32])([F:31])[F:30])=[CH2:28])[O:23][CH2:22][C:21]2[N:16]3[CH:17]([CH3:34])[C:18](=[O:33])[NH:19][N:20]=2)[CH2:9]1)=[O:7])([CH3:4])([CH3:3])[CH3:2]. (2) Given the product [F:72][C:69]1[CH:70]=[CH:71][C:66]([C:46]2([CH2:49][N:50]([CH3:1])[CH2:51][C:52]3[C:61]4[C:56](=[CH:57][CH:58]=[CH:59][CH:60]=4)[CH:55]=[C:54]([C:62]#[N:63])[C:53]=3[O:64][CH3:65])[CH2:45][CH2:44][NH:43][CH2:48][CH2:47]2)=[CH:67][CH:68]=1, predict the reactants needed to synthesize it. The reactants are: [C:1](N1CCC(C2C=CC(F)=CC=2)(CNCC2C3C(=CC=CC=3)C=C(C#N)C=2)CC1)(OC(C)(C)C)=O.C([N:43]1[CH2:48][CH2:47][C:46]([C:66]2[CH:71]=[CH:70][C:69]([F:72])=[CH:68][CH:67]=2)([CH2:49][NH:50][CH2:51][C:52]2[C:61]3[C:56](=[CH:57][CH:58]=[CH:59][CH:60]=3)[CH:55]=[C:54]([C:62]#[N:63])[C:53]=2[O:64][CH3:65])[CH2:45][CH2:44]1)(OC(C)(C)C)=O.